This data is from Peptide-MHC class II binding affinity with 134,281 pairs from IEDB. The task is: Regression. Given a peptide amino acid sequence and an MHC pseudo amino acid sequence, predict their binding affinity value. This is MHC class II binding data. (1) The peptide sequence is KSEVYEKGLGKFVKT. The MHC is DRB1_0901 with pseudo-sequence DRB1_0901. The binding affinity (normalized) is 0.263. (2) The peptide sequence is ATEVVRRLTATAHRG. The MHC is DRB1_0802 with pseudo-sequence DRB1_0802. The binding affinity (normalized) is 0.149. (3) The peptide sequence is WLGARYLEFEALGFLKK. The MHC is DRB1_0301 with pseudo-sequence DRB1_0301. The binding affinity (normalized) is 0.533. (4) The peptide sequence is VPFPVVNAMMKSYVK. The MHC is DRB1_0101 with pseudo-sequence DRB1_0101. The binding affinity (normalized) is 0.275.